Dataset: Reaction yield outcomes from USPTO patents with 853,638 reactions. Task: Predict the reaction yield, written as a fraction of the theoretical maximum amount of product (1.0 means a 100% yield; for example, 0.34 means a 34% yield). The reactants are [CH2:1]([N:8]1[CH2:13][CH2:12][CH2:11][CH:10]([C:14](=[N:25][NH2:26])[C:15]2[C:20](Cl)=[CH:19][N:18]=[C:17]3[NH:22][CH:23]=[CH:24][C:16]=23)[CH2:9]1)[C:2]1[CH:7]=[CH:6][CH:5]=[CH:4][CH:3]=1.CC(C)([O-])C.[Na+].CO. The catalyst is CN1C(=O)CCC1.C([O-])(=O)C.[Pd+2].C([O-])(=O)C.C1(P(C2CCCCC2)C2[C-](CCP(C(C)(C)C)C(C)(C)C)C=CC=2)CCCCC1.[CH-]1C=CC=C1.[Fe+2]. The product is [CH2:1]([N:8]1[CH2:13][CH2:12][CH2:11][CH:10]([C:14]2[C:15]3=[C:16]4[CH:24]=[CH:23][NH:22][C:17]4=[N:18][CH:19]=[C:20]3[NH:26][N:25]=2)[CH2:9]1)[C:2]1[CH:7]=[CH:6][CH:5]=[CH:4][CH:3]=1. The yield is 0.190.